Dataset: Catalyst prediction with 721,799 reactions and 888 catalyst types from USPTO. Task: Predict which catalyst facilitates the given reaction. (1) Reactant: [Cl:1][C:2]1[CH:3]=[C:4]([C:26]([O:28]C)=[O:27])[C:5]([C:8]2[CH:13]=[CH:12][C:11]([Cl:14])=[C:10]([C:15]([NH:17][CH2:18][CH2:19][CH:20]3[CH2:25][CH2:24][CH2:23][CH2:22][CH2:21]3)=[O:16])[CH:9]=2)=[N:6][CH:7]=1.[OH-].[Na+]. Product: [Cl:1][C:2]1[CH:3]=[C:4]([C:26]([OH:28])=[O:27])[C:5]([C:8]2[CH:13]=[CH:12][C:11]([Cl:14])=[C:10]([C:15]([NH:17][CH2:18][CH2:19][CH:20]3[CH2:21][CH2:22][CH2:23][CH2:24][CH2:25]3)=[O:16])[CH:9]=2)=[N:6][CH:7]=1. The catalyst class is: 24. (2) Reactant: [F:1][C:2]([F:10])([F:9])[C:3]1([C:6](O)=[O:7])[CH2:5][CH2:4]1.[H-].[H-].[H-].[H-].[Li+].[Al+3].O.[OH-].[Na+]. Product: [F:1][C:2]([F:10])([F:9])[C:3]1([CH2:6][OH:7])[CH2:5][CH2:4]1. The catalyst class is: 1. (3) Product: [NH2:1][C@H:4]1[CH2:28][C@@:27]2([CH3:29])[CH:7]([CH2:8][CH2:9][C@@H:10]3[C@@H:26]2[CH2:25][CH2:24][C@@:23]2([CH3:30])[C@H:11]3[CH2:12][CH2:13][C@@H:14]2[C@H:15]([CH3:22])[CH2:16][CH2:17][CH2:18][CH:19]([CH3:21])[CH3:20])[CH2:6][CH:5]1[OH:31]. Reactant: [N:1]([C@H:4]1[CH2:28][C@@:27]2([CH3:29])[CH:7]([CH2:8][CH2:9][C@@H:10]3[C@@H:26]2[CH2:25][CH2:24][C@@:23]2([CH3:30])[C@H:11]3[CH2:12][CH2:13][C@@H:14]2[C@H:15]([CH3:22])[CH2:16][CH2:17][CH2:18][CH:19]([CH3:21])[CH3:20])[CH2:6][CH:5]1[OH:31])=[N+]=[N-].[H-].[Al+3].[Li+].[H-].[H-].[H-].CCOCC. The catalyst class is: 6. (4) Reactant: [C:1]([N:4]1[C:13]2[C:8](=[CH:9][C:10]([C:14]3[CH:22]=[CH:21][C:17]([C:18](O)=[O:19])=[CH:16][N:15]=3)=[CH:11][CH:12]=2)[C@H:7]([NH:23][C:24]2[CH:29]=[CH:28][C:27]([C:30]#[N:31])=[CH:26][N:25]=2)[CH2:6][C@@H:5]1[CH3:32])(=[O:3])[CH3:2].CN(C(ON1N=NC2C=CC=NC1=2)=[N+](C)C)C.F[P-](F)(F)(F)(F)F.CCN(C(C)C)C(C)C.[NH2:66][CH:67]([CH2:70][OH:71])[CH2:68][OH:69]. Product: [C:1]([N:4]1[C:13]2[C:8](=[CH:9][C:10]([C:14]3[CH:22]=[CH:21][C:17]([C:18]([NH:66][CH:67]([CH2:70][OH:71])[CH2:68][OH:69])=[O:19])=[CH:16][N:15]=3)=[CH:11][CH:12]=2)[C@H:7]([NH:23][C:24]2[CH:29]=[CH:28][C:27]([C:30]#[N:31])=[CH:26][N:25]=2)[CH2:6][C@@H:5]1[CH3:32])(=[O:3])[CH3:2]. The catalyst class is: 3. (5) Reactant: [NH2:1][C:2]([C:4]1[CH:5]=[C:6]2[C:11](=[CH:12][CH:13]=1)[C:10](=[O:14])[N:9]([CH2:15][CH:16]([CH3:18])[CH3:17])[C:8]([CH2:19][NH:20][C:21](=[O:27])[O:22]C(C)(C)C)=[C:7]2[O:28][CH2:29][CH2:30][CH2:31][CH3:32])=[S:3].Cl.C(N(CC)CC)C.[CH:41]1[C:53]2[CH:52]([CH2:54]OC(Cl)=O)[C:51]3[C:46](=[CH:47][CH:48]=[CH:49][CH:50]=3)[C:45]=2[CH:44]=[CH:43][CH:42]=1. Product: [NH2:1][C:2]([C:4]1[CH:5]=[C:6]2[C:11](=[CH:12][CH:13]=1)[C:10](=[O:14])[N:9]([CH2:15][CH:16]([CH3:18])[CH3:17])[C:8]([CH2:19][NH:20][C:21](=[O:27])[O:22][CH2:54][CH:52]1[C:53]3[CH:41]=[CH:42][CH:43]=[CH:44][C:45]=3[C:46]3[C:51]1=[CH:50][CH:49]=[CH:48][CH:47]=3)=[C:7]2[O:28][CH2:29][CH2:30][CH2:31][CH3:32])=[S:3]. The catalyst class is: 84. (6) Reactant: [C:1]([C@@H:4]([NH:6][C:7](=[O:21])[C@H:8]([NH2:20])[CH2:9][C:10]1[CH:19]=[CH:18][C:17]2[C:12](=[CH:13][CH:14]=[CH:15][CH:16]=2)[CH:11]=1)[CH3:5])(=[O:3])[NH2:2].[CH3:22][O:23][C:24]1[CH:29]=[C:28]([O:30][CH3:31])[CH:27]=[CH:26][C:25]=1[CH2:32][N:33]([O:45][CH2:46][C:47]1[CH:52]=[CH:51][CH:50]=[CH:49][CH:48]=1)[C:34]([CH2:36][C@@H:37]([CH2:41][CH:42]([CH3:44])[CH3:43])[C:38](O)=[O:39])=[O:35].[Na].C(Cl)CCl.C1C=CC2N(O)N=NC=2C=1.CCN(C(C)C)C(C)C. Product: [C:1]([C@@H:4]([NH:6][C:7]([C@H:8]([NH:20][C:38](=[O:39])[C@H:37]([CH2:41][CH:42]([CH3:43])[CH3:44])[CH2:36][C:34]([N:33]([CH2:32][C:25]1[CH:26]=[CH:27][C:28]([O:30][CH3:31])=[CH:29][C:24]=1[O:23][CH3:22])[O:45][CH2:46][C:47]1[CH:48]=[CH:49][CH:50]=[CH:51][CH:52]=1)=[O:35])[CH2:9][C:10]1[CH:19]=[CH:18][C:17]2[C:12](=[CH:13][CH:14]=[CH:15][CH:16]=2)[CH:11]=1)=[O:21])[CH3:5])(=[O:3])[NH2:2]. The catalyst class is: 4. (7) Reactant: [C:1]([NH:4][C@:5]1([C:29](=[O:35])[NH:30][C:31]([CH3:34])([CH3:33])[CH3:32])[C@@H:9]([CH2:10][CH2:11][CH2:12][B:13]2[O:17][C:16]([CH3:19])([CH3:18])[C:15]([CH3:21])([CH3:20])[O:14]2)[CH2:8][N:7](C(OC(C)(C)C)=O)[CH2:6]1)(=[O:3])[CH3:2].[ClH:36].O1CCOCC1. The catalyst class is: 165. Product: [ClH:36].[C:1]([NH:4][C@:5]1([C:29]([NH:30][C:31]([CH3:34])([CH3:33])[CH3:32])=[O:35])[C@@H:9]([CH2:10][CH2:11][CH2:12][B:13]2[O:17][C:16]([CH3:18])([CH3:19])[C:15]([CH3:20])([CH3:21])[O:14]2)[CH2:8][NH:7][CH2:6]1)(=[O:3])[CH3:2]. (8) Reactant: C[O:2][C:3](=[O:31])[C:4]1[CH:9]=[CH:8][CH:7]=[C:6]([O:10][C:11]2[CH:16]=[CH:15][CH:14]=[C:13]([C:17]3[O:18][C:19]([NH:22][C:23]4[CH:28]=[CH:27][C:26]([Cl:29])=[C:25]([Cl:30])[CH:24]=4)=[N:20][N:21]=3)[CH:12]=2)[CH:5]=1.C([O-])([O-])=O.[K+].[K+].CO[C:40](=O)[C:41]1[CH:46]=[CH:45][C:44](CBr)=[CH:43][CH:42]=1.C(OCC)(=O)C. Product: [CH2:40]([C:25]1([Cl:30])[C:26]([Cl:29])=[CH:27][CH:28]=[C:23]([NH:22][C:19]2[O:18][C:17]([C:13]3[CH:12]=[C:11]([CH:16]=[CH:15][CH:14]=3)[O:10][C:6]3[CH:5]=[C:4]([CH:9]=[CH:8][CH:7]=3)[C:3]([OH:2])=[O:31])=[N:21][N:20]=2)[CH2:24]1)[C:41]1[CH:46]=[CH:45][CH:44]=[CH:43][CH:42]=1. The catalyst class is: 3. (9) Reactant: [Cl:1][C:2]1[CH:19]=[C:18]([Cl:20])[CH:17]=[CH:16][C:3]=1[CH2:4][N:5]1[C:9]([CH:10]=O)=[CH:8][C:7]([O:12][CH:13]([CH3:15])[CH3:14])=[N:6]1.C(OP([CH2:29][C:30]([O:32][CH2:33][CH3:34])=[O:31])(OCC)=O)C.[H-].[Na+].O. Product: [Cl:1][C:2]1[CH:19]=[C:18]([Cl:20])[CH:17]=[CH:16][C:3]=1[CH2:4][N:5]1[C:9](/[CH:10]=[CH:29]/[C:30]([O:32][CH2:33][CH3:34])=[O:31])=[CH:8][C:7]([O:12][CH:13]([CH3:15])[CH3:14])=[N:6]1. The catalyst class is: 213.